From a dataset of Forward reaction prediction with 1.9M reactions from USPTO patents (1976-2016). Predict the product of the given reaction. (1) Given the reactants [N:1]1[CH:6]=[CH:5][CH:4]=[CH:3][C:2]=1[C@@H:7]1[NH:11][CH:10]([C:12]([OH:14])=[O:13])[CH2:9][S:8]1.CCN(C(C)C)C(C)C.Cl[C:25]([O:27][CH2:28][C:29]1[CH:34]=[CH:33][CH:32]=[CH:31][CH:30]=1)=[O:26], predict the reaction product. The product is: [CH2:28]([O:27][C:25]([N:11]1[CH:10]([C:12]([OH:14])=[O:13])[CH2:9][S:8][C@@H:7]1[C:2]1[CH:3]=[CH:4][CH:5]=[CH:6][N:1]=1)=[O:26])[C:29]1[CH:34]=[CH:33][CH:32]=[CH:31][CH:30]=1. (2) Given the reactants [OH-].[Na+].[CH3:3][O:4][C:5]1[CH:10]=[C:9]([CH2:11][O:12][CH3:13])[CH:8]=[C:7]([O:14][CH3:15])[C:6]=1[C:16]1[N:17]2[N:23]=[C:22]([O:24][CH3:25])[C:21]([C:26]([O:28]CC)=[O:27])=[C:18]2[S:19][CH:20]=1.Cl, predict the reaction product. The product is: [CH3:3][O:4][C:5]1[CH:10]=[C:9]([CH2:11][O:12][CH3:13])[CH:8]=[C:7]([O:14][CH3:15])[C:6]=1[C:16]1[N:17]2[N:23]=[C:22]([O:24][CH3:25])[C:21]([C:26]([OH:28])=[O:27])=[C:18]2[S:19][CH:20]=1.